From a dataset of NCI-60 drug combinations with 297,098 pairs across 59 cell lines. Regression. Given two drug SMILES strings and cell line genomic features, predict the synergy score measuring deviation from expected non-interaction effect. (1) Drug 1: C1=CC(=CC=C1C#N)C(C2=CC=C(C=C2)C#N)N3C=NC=N3. Drug 2: CS(=O)(=O)OCCCCOS(=O)(=O)C. Cell line: DU-145. Synergy scores: CSS=4.89, Synergy_ZIP=1.42, Synergy_Bliss=5.69, Synergy_Loewe=2.00, Synergy_HSA=2.25. (2) Drug 1: CC1=CC=C(C=C1)C2=CC(=NN2C3=CC=C(C=C3)S(=O)(=O)N)C(F)(F)F. Drug 2: CS(=O)(=O)CCNCC1=CC=C(O1)C2=CC3=C(C=C2)N=CN=C3NC4=CC(=C(C=C4)OCC5=CC(=CC=C5)F)Cl. Cell line: NCI/ADR-RES. Synergy scores: CSS=7.11, Synergy_ZIP=-3.65, Synergy_Bliss=-3.80, Synergy_Loewe=-7.14, Synergy_HSA=-3.32.